Dataset: Catalyst prediction with 721,799 reactions and 888 catalyst types from USPTO. Task: Predict which catalyst facilitates the given reaction. (1) Product: [CH3:8][C:5]1[CH:6]=[CH:7][C:2]([C:23]2[CH:24]=[CH:25][CH:26]=[C:21]([NH:27][C:28](=[O:19])[CH3:33])[CH:22]=2)=[C:3]([N+:9]([O-:11])=[O:10])[CH:4]=1. Reactant: Br[C:2]1[CH:7]=[CH:6][C:5]([CH3:8])=[CH:4][C:3]=1[N+:9]([O-:11])=[O:10].C1(B(O)[OH:19])C=CC=CC=1.[CH:21]1([NH:27][CH:28]2[CH2:33]CCCC2)[CH2:26][CH2:25][CH2:24][CH2:23][CH2:22]1.CCCCCCCCCCC. The catalyst class is: 11. (2) Reactant: [CH3:1][O:2][C:3]1[CH:28]=[CH:27][C:6]([CH2:7][N:8]([C:22]2[S:23][CH:24]=[CH:25][N:26]=2)[S:9]([C:12]2[CH:13]=[CH:14][C:15]3[NH:20][CH2:19][CH2:18][O:17][C:16]=3[CH:21]=2)(=[O:11])=[O:10])=[CH:5][CH:4]=1.[Br:29][C:30]1[CH:35]=[CH:34][CH:33]=[CH:32][C:31]=1I.CC1(C)C2C(=C(P(C3C=CC=CC=3)C3C=CC=CC=3)C=CC=2)OC2C(P(C3C=CC=CC=3)C3C=CC=CC=3)=CC=CC1=2.CC(C)([O-])C.[Na+]. Product: [Br:29][C:30]1[CH:35]=[CH:34][CH:33]=[CH:32][C:31]=1[N:20]1[CH2:19][CH2:18][O:17][C:16]2[CH:21]=[C:12]([S:9]([N:8]([CH2:7][C:6]3[CH:5]=[CH:4][C:3]([O:2][CH3:1])=[CH:28][CH:27]=3)[C:22]3[S:23][CH:24]=[CH:25][N:26]=3)(=[O:11])=[O:10])[CH:13]=[CH:14][C:15]1=2. The catalyst class is: 93. (3) Reactant: [OH:1][C:2]1([C:30]([F:33])([F:32])[F:31])[C:14]2[CH:13]=[C:12]([CH3:15])[CH:11]=[C:10]([C:16]3[CH:17]=[N:18][N:19]([CH2:21][CH2:22][C:23]([O:25]C(C)(C)C)=[O:24])[CH:20]=3)[C:9]=2[C:8]2[C:3]1=[CH:4][CH:5]=[CH:6][CH:7]=2.FC(F)(F)C(O)=O. Product: [OH:1][C:2]1([C:30]([F:32])([F:33])[F:31])[C:14]2[CH:13]=[C:12]([CH3:15])[CH:11]=[C:10]([C:16]3[CH:17]=[N:18][N:19]([CH2:21][CH2:22][C:23]([OH:25])=[O:24])[CH:20]=3)[C:9]=2[C:8]2[C:3]1=[CH:4][CH:5]=[CH:6][CH:7]=2. The catalyst class is: 12. (4) Reactant: [CH3:1][O:2][C:3]([C:5]1[CH:6]=[C:7]([CH:11]=[CH:12][CH:13]=1)[C:8]([OH:10])=O)=[O:4].CN(C(O[N:22]1N=N[C:24]2C=CC=N[C:23]1=2)=[N+](C)C)C.F[P-](F)(F)(F)(F)F.CCN(C(C)C)C(C)C.C(N)C. Product: [CH2:23]([NH:22][C:8]([C:7]1[CH:6]=[C:5]([CH:13]=[CH:12][CH:11]=1)[C:3]([O:2][CH3:1])=[O:4])=[O:10])[CH3:24]. The catalyst class is: 39. (5) Reactant: F[C:2]1[CH:7]=[CH:6][CH:5]=[C:4]([F:8])[C:3]=1[N+:9]([O-:11])=[O:10].[NH2:12][C:13]1[CH:18]=[CH:17][CH:16]=[CH:15][CH:14]=1.CC(C)([O-])C.[K+].[Cl-].[NH4+]. Product: [F:8][C:4]1[C:3]([N+:9]([O-:11])=[O:10])=[C:2]([CH:7]=[CH:6][CH:5]=1)[NH:12][C:13]1[CH:18]=[CH:17][CH:16]=[CH:15][CH:14]=1. The catalyst class is: 9. (6) Reactant: C1(P(=O)(C2C=CC=CC=2)C2C=CC=CC=2)C=CC=CC=1.FC(F)(F)S(OS(C(F)(F)F)(=O)=O)(=O)=O.C([S:43][CH:44]([CH2:77][N:78]1[CH2:83][CH2:82][S:81][CH2:80][CH2:79]1)[CH2:45][NH:46][C:47]([C:49]1[NH:50][C:51]2[C:56]([CH:57]=1)=[CH:55][C:54]([O:58][CH2:59][CH2:60][CH2:61][S:62]([CH3:65])(=[O:64])=[O:63])=[CH:53][C:52]=2[N:66]([CH3:76])[S:67]([C:70]1[CH:75]=[CH:74][CH:73]=[CH:72][N:71]=1)(=[O:69])=[O:68])=O)C1C=CC=CC=1.C1(SC)C=CC=CC=1. Product: [CH3:76][N:66]([C:52]1[CH:53]=[C:54]([O:58][CH2:59][CH2:60][CH2:61][S:62]([CH3:65])(=[O:63])=[O:64])[CH:55]=[C:56]2[C:51]=1[NH:50][C:49]([C:47]1[S:43][CH:44]([CH2:77][N:78]3[CH2:83][CH2:82][S:81][CH2:80][CH2:79]3)[CH2:45][N:46]=1)=[CH:57]2)[S:67]([C:70]1[CH:75]=[CH:74][CH:73]=[CH:72][N:71]=1)(=[O:68])=[O:69]. The catalyst class is: 96.